From a dataset of Peptide-MHC class I binding affinity with 185,985 pairs from IEDB/IMGT. Regression. Given a peptide amino acid sequence and an MHC pseudo amino acid sequence, predict their binding affinity value. This is MHC class I binding data. (1) The peptide sequence is TPEGIIPSM. The MHC is HLA-B07:02 with pseudo-sequence HLA-B07:02. The binding affinity (normalized) is 0.554. (2) The peptide sequence is ILYNEYNFV. The MHC is HLA-A02:06 with pseudo-sequence HLA-A02:06. The binding affinity (normalized) is 1.00. (3) The peptide sequence is IIALLIIPPK. The MHC is HLA-A11:01 with pseudo-sequence HLA-A11:01. The binding affinity (normalized) is 0.846. (4) The peptide sequence is FHHRIRCKL. The MHC is HLA-B51:01 with pseudo-sequence HLA-B51:01. The binding affinity (normalized) is 0.0847. (5) The peptide sequence is LSPYYKRYI. The MHC is Patr-B0101 with pseudo-sequence Patr-B0101. The binding affinity (normalized) is 0.599. (6) The peptide sequence is SLQTIASKK. The MHC is HLA-A03:01 with pseudo-sequence HLA-A03:01. The binding affinity (normalized) is 0.733. (7) The peptide sequence is RPGPPPPPP. The binding affinity (normalized) is 0.546. The MHC is HLA-B07:02 with pseudo-sequence HLA-B07:02. (8) The peptide sequence is TLLVVGILLVV. The MHC is HLA-A02:06 with pseudo-sequence HLA-A02:06. The binding affinity (normalized) is 0.400.